Dataset: Full USPTO retrosynthesis dataset with 1.9M reactions from patents (1976-2016). Task: Predict the reactants needed to synthesize the given product. (1) Given the product [S:1]1[C:5]2[CH:6]=[CH:7][CH:8]=[CH:9][C:4]=2[N:3]=[C:2]1[C:10]1[C:11]([NH2:17])=[N:12][CH:13]=[C:14]([C:26]2[NH:25][C:33]3[C:28]([CH:27]=2)=[CH:29][CH:30]=[CH:31][CH:32]=3)[CH:15]=1, predict the reactants needed to synthesize it. The reactants are: [S:1]1[C:5]2[CH:6]=[CH:7][CH:8]=[CH:9][C:4]=2[N:3]=[C:2]1[C:10]1[C:11]([NH2:17])=[N:12][CH:13]=[C:14](Br)[CH:15]=1.C([N:25]1[C:33]2[C:28](=[CH:29][CH:30]=[CH:31][CH:32]=2)[CH:27]=[C:26]1B(O)O)(OC(C)(C)C)=O.C(=O)([O-])[O-].[K+].[K+]. (2) The reactants are: [C:1](N1C=CC=CC1=O)(N1C=CC=CC1=O)=[S:2].[C:17]([O:21][C:22](=[O:34])[NH:23][CH2:24][C:25]1[CH:30]=[CH:29][C:28]([Cl:31])=[C:27]([NH2:32])[C:26]=1[Cl:33])([CH3:20])([CH3:19])[CH3:18]. Given the product [C:17]([O:21][C:22](=[O:34])[NH:23][CH2:24][C:25]1[CH:30]=[CH:29][C:28]([Cl:31])=[C:27]([N:32]=[C:1]=[S:2])[C:26]=1[Cl:33])([CH3:20])([CH3:18])[CH3:19], predict the reactants needed to synthesize it. (3) Given the product [CH3:19][O:20][C:21](=[O:34])[CH2:22][N:23]1[C:31]2[C:26](=[CH:27][C:28]([F:32])=[CH:29][CH:30]=2)[C:25]([CH2:12][C:11]2[CH:14]=[CH:15][C:16]([Cl:18])=[CH:17][C:10]=2[S:7]([C:1]2[CH:6]=[CH:5][CH:4]=[CH:3][CH:2]=2)(=[O:9])=[O:8])=[C:24]1[CH3:33], predict the reactants needed to synthesize it. The reactants are: [C:1]1([S:7]([C:10]2[CH:17]=[C:16]([Cl:18])[CH:15]=[CH:14][C:11]=2[CH:12]=O)(=[O:9])=[O:8])[CH:6]=[CH:5][CH:4]=[CH:3][CH:2]=1.[CH3:19][O:20][C:21](=[O:34])[CH2:22][N:23]1[C:31]2[C:26](=[CH:27][C:28]([F:32])=[CH:29][CH:30]=2)[CH:25]=[C:24]1[CH3:33]. (4) Given the product [CH3:22][C:21]([CH3:24])([CH3:23])[CH2:20][NH:25][C:2]1[N:7]=[CH:6][N:5]=[C:4]([NH:8][C:9]2[CH:10]=[C:11]([CH:16]=[CH:17][C:18]=2[CH3:19])[C:12]([NH:14][CH3:15])=[O:13])[CH:3]=1, predict the reactants needed to synthesize it. The reactants are: Cl[C:2]1[N:7]=[CH:6][N:5]=[C:4]([NH:8][C:9]2[CH:10]=[C:11]([CH:16]=[CH:17][C:18]=2[CH3:19])[C:12]([NH:14][CH3:15])=[O:13])[CH:3]=1.[CH2:20]([NH2:25])[C:21]([CH3:24])([CH3:23])[CH3:22]. (5) Given the product [CH:17]([C:5]1[C:4]2[C:8](=[CH:9][CH:10]=[C:2]([C:51]3[CH:52]=[C:53]([NH:57][C:58](=[O:62])[N:59]([CH3:60])[CH3:61])[CH:54]=[N:55][CH:56]=3)[CH:3]=2)[N:7]([CH:11]2[CH2:16][CH2:15][CH2:14][CH2:13][O:12]2)[N:6]=1)=[O:18], predict the reactants needed to synthesize it. The reactants are: I[C:2]1[CH:3]=[C:4]2[C:8](=[CH:9][CH:10]=1)[N:7]([CH:11]1[CH2:16][CH2:15][CH2:14][CH2:13][O:12]1)[N:6]=[C:5]2[CH:17]=[O:18].B1(B2OC(C)(C)C(C)(C)O2)OC(C)(C)C(C)(C)O1.CC([O-])=O.[K+].[O-]P([O-])([O-])=O.[K+].[K+].[K+].Br[C:51]1[CH:52]=[C:53]([NH:57][C:58](=[O:62])[N:59]([CH3:61])[CH3:60])[CH:54]=[N:55][CH:56]=1. (6) The reactants are: Br[C:2]1[CH:3]=[C:4]([N:9]([CH3:16])[C:10]2[CH:11]=[N:12][CH:13]=[N:14][CH:15]=2)[CH:5]=[C:6]([Cl:8])[CH:7]=1.[Cl:17][C:18]1[CH:19]=[C:20]([CH:24]=[CH:25][CH:26]=1)[C:21]([NH2:23])=[O:22].CC([O-])(C)C.[Na+].CC1(C)C2C(=C(P(C3C=CC=CC=3)C3C=CC=CC=3)C=CC=2)OC2C(P(C3C=CC=CC=3)C3C=CC=CC=3)=CC=CC1=2. Given the product [Cl:17][C:18]1[CH:19]=[C:20]([CH:24]=[CH:25][CH:26]=1)[C:21]([NH:23][C:2]1[CH:3]=[C:4]([N:9]([CH3:16])[C:10]2[CH:11]=[N:12][CH:13]=[N:14][CH:15]=2)[CH:5]=[C:6]([Cl:8])[CH:7]=1)=[O:22], predict the reactants needed to synthesize it.